Dataset: Forward reaction prediction with 1.9M reactions from USPTO patents (1976-2016). Task: Predict the product of the given reaction. (1) Given the reactants [Cl:1][C:2]1[CH:19]=[CH:18][C:5]([CH2:6][N:7]2[C:12]([S:13][CH2:14][CH3:15])=[N:11][C:10](=[O:16])[NH:9][C:8]2=[O:17])=[CH:4][CH:3]=1.CN(C=O)C.C(=O)([O-])[O-].[K+].[K+].ClC[C:33]1[O:34][CH:35]=[C:36]([C:38]([O:40][CH3:41])=[O:39])[N:37]=1, predict the reaction product. The product is: [Cl:1][C:2]1[CH:3]=[CH:4][C:5]([CH2:6][N:7]2[CH:12]([S:13][CH2:14][CH3:15])[NH:11][C:10](=[O:16])[N:9]([C:33]3[O:34][CH:35]=[C:36]([C:38]([O:40][CH3:41])=[O:39])[N:37]=3)[C:8]2=[O:17])=[CH:18][CH:19]=1. (2) Given the reactants [N:1]1([CH2:7][CH2:8][CH2:9][O-:10])[CH2:6][CH2:5][CH2:4][CH2:3][CH2:2]1.[Na+].Cl[C:13]1[S:14][C:15]2[CH:21]=[CH:20][CH:19]=[CH:18][C:16]=2[N:17]=1, predict the reaction product. The product is: [N:1]1([CH2:7][CH2:8][CH2:9][O:10][C:13]2[S:14][C:15]3[CH:21]=[CH:20][CH:19]=[CH:18][C:16]=3[N:17]=2)[CH2:6][CH2:5][CH2:4][CH2:3][CH2:2]1. (3) Given the reactants [NH2:1][C:2]1[C:7]([F:8])=[C:6]([CH:9]([F:11])[CH3:10])[N:5]=[C:4]([C:12]([O:14]C)=[O:13])[C:3]=1[Cl:16].[OH-].[Na+].Cl, predict the reaction product. The product is: [NH2:1][C:2]1[C:7]([F:8])=[C:6]([CH:9]([F:11])[CH3:10])[N:5]=[C:4]([C:12]([OH:14])=[O:13])[C:3]=1[Cl:16]. (4) Given the reactants [Br:1][C:2]1[CH:3]=[CH:4][C:5]([Cl:11])=[C:6]([CH:10]=1)[C:7]([OH:9])=O.C(Cl)(=O)C(Cl)=O.[C:18]1([O:24][CH2:25][CH3:26])[CH:23]=[CH:22][CH:21]=[CH:20][CH:19]=1.[Al+3].[Cl-].[Cl-].[Cl-].Cl.[OH-].[Na+], predict the reaction product. The product is: [Br:1][C:2]1[CH:3]=[CH:4][C:5]([Cl:11])=[C:6]([CH:10]=1)[C:7]([C:21]1[CH:22]=[CH:23][C:18]([O:24][CH2:25][CH3:26])=[CH:19][CH:20]=1)=[O:9]. (5) The product is: [C:8]1([O:12][C:13]([N:15]2[CH2:20][CH2:19][CH:18]([N:21]3[C:25]4=[N:26][CH:27]=[N:28][C:29]([O:30][C:31]5[C:32]([CH3:37])=[N:33][CH:34]=[CH:35][CH:36]=5)=[C:24]4[CH:23]=[N:22]3)[CH2:17][CH2:16]2)=[O:14])[CH:11]=[CH:47][CH:42]=[CH:43][CH:10]=1. Given the reactants FC(F)(F)C(O)=O.[C:8]([O:12][C:13]([N:15]1[CH2:20][CH2:19][CH:18]([N:21]2[C:25]3=[N:26][CH:27]=[N:28][C:29]([O:30][C:31]4[C:32]([CH3:37])=[N:33][CH:34]=[CH:35][CH:36]=4)=[C:24]3[CH:23]=[N:22]2)[CH2:17][CH2:16]1)=[O:14])([CH3:11])([CH3:10])C.ClC(O[C:42]1[CH:47]=CC=C[CH:43]=1)=O.C(N(CC)CC)C, predict the reaction product. (6) Given the reactants [NH2:1][CH:2]1[CH2:7][CH2:6][N:5]([CH2:8][CH:9]2[N:19]3[C:20]4[C:11](=[C:12]([F:22])[CH:13]=[N:14][C:15]=4[CH:16]=[CH:17][C:18]3=[O:21])[CH2:10]2)[CH2:4][CH2:3]1.[O:23]=[C:24]1[CH2:29][O:28][C:27]2[CH:30]=[CH:31][C:32]([CH:34]=O)=[N:33][C:26]=2[NH:25]1.C(O[BH-](OC(=O)C)OC(=O)C)(=O)C.[Na+].C(=O)(O)[O-].[Na+].C(Cl)(Cl)[Cl:56].CO, predict the reaction product. The product is: [ClH:56].[ClH:56].[F:22][C:12]1[CH:13]=[N:14][C:15]2[CH:16]=[CH:17][C:18](=[O:21])[N:19]3[CH:9]([CH2:8][N:5]4[CH2:6][CH2:7][CH:2]([NH:1][CH2:34][C:32]5[CH:31]=[CH:30][C:27]6[O:28][CH2:29][C:24](=[O:23])[NH:25][C:26]=6[N:33]=5)[CH2:3][CH2:4]4)[CH2:10][C:11]=1[C:20]=23.